From a dataset of Forward reaction prediction with 1.9M reactions from USPTO patents (1976-2016). Predict the product of the given reaction. (1) Given the reactants [CH2:1]([O:8][C:9]1[CH:14]=[C:13]([O:15][CH2:16][C:17]2[CH:22]=[CH:21][CH:20]=[CH:19][CH:18]=2)[C:12]([CH:23]([CH3:25])[CH3:24])=[CH:11][C:10]=1[C:26]1[O:30][N:29]=[C:28]([C:31]([NH:33][CH2:34][CH3:35])=[O:32])[C:27]=1[C:36](=[N:38][OH:39])[NH2:37])[C:2]1[CH:7]=[CH:6][CH:5]=[CH:4][CH:3]=1.[C:40](Cl)(=O)[CH2:41][CH3:42], predict the reaction product. The product is: [CH2:1]([O:8][C:9]1[CH:14]=[C:13]([O:15][CH2:16][C:17]2[CH:22]=[CH:21][CH:20]=[CH:19][CH:18]=2)[C:12]([CH:23]([CH3:25])[CH3:24])=[CH:11][C:10]=1[C:26]1[O:30][N:29]=[C:28]([C:31]([NH:33][CH2:34][CH3:35])=[O:32])[C:27]=1[C:36]1[N:37]=[C:40]([CH2:41][CH3:42])[O:39][N:38]=1)[C:2]1[CH:7]=[CH:6][CH:5]=[CH:4][CH:3]=1. (2) Given the reactants [CH3:1][C:2]1[CH:16]=[CH:15][C:5]([C:6]([N:8]2[CH2:13][CH2:12][CH2:11][C@@H:10]([NH2:14])[CH2:9]2)=[O:7])=[CH:4][CH:3]=1.[CH3:17][C:18]1[CH:26]=[CH:25][C:21]([C:22](Cl)=[O:23])=[CH:20][CH:19]=1.[OH-].[Na+], predict the reaction product. The product is: [CH3:1][C:2]1[CH:3]=[CH:4][C:5]([C:6]([N:8]2[CH2:13][CH2:12][CH2:11][C@@H:10]([NH:14][C:22](=[O:23])[C:21]3[CH:25]=[CH:26][C:18]([CH3:17])=[CH:19][CH:20]=3)[CH2:9]2)=[O:7])=[CH:15][CH:16]=1. (3) Given the reactants Br[C:2]1[CH:3]=[C:4]2[C:9](=[CH:10][CH:11]=1)[N:8]1[CH:12]=[N:13][N:14]=[C:7]1[CH2:6][CH2:5]2.[CH2:15]([S:17]([C:20]([C:23]1[CH:24]=[C:25](B(O)O)[CH:26]=[N:27][CH:28]=1)([CH3:22])[CH3:21])(=[O:19])=[O:18])[CH3:16].C(=O)([O-])[O-].[K+].[K+].C(O)(C)(C)C, predict the reaction product. The product is: [CH2:15]([S:17]([C:20]([C:23]1[CH:24]=[C:25]([C:2]2[CH:3]=[C:4]3[C:9](=[CH:10][CH:11]=2)[N:8]2[CH:12]=[N:13][N:14]=[C:7]2[CH2:6][CH2:5]3)[CH:26]=[N:27][CH:28]=1)([CH3:22])[CH3:21])(=[O:18])=[O:19])[CH3:16]. (4) Given the reactants [CH2:1]([CH:3]1[CH2:12][CH2:11][C:10]2[C:5](=[CH:6][CH:7]=[C:8]([NH:13][S:14]([CH3:17])(=[O:16])=[O:15])[CH:9]=2)[O:4]1)[CH3:2].C1C(=O)N([Br:25])C(=O)C1, predict the reaction product. The product is: [Br:25][C:6]1[CH:7]=[C:8]([NH:13][S:14]([CH3:17])(=[O:16])=[O:15])[CH:9]=[C:10]2[C:5]=1[O:4][CH:3]([CH2:1][CH3:2])[CH2:12][CH2:11]2. (5) Given the reactants Br[CH2:2][C:3]([C:5]1[CH:14]=[C:13]([O:15][CH3:16])[C:8]2[O:9][CH2:10][CH2:11][O:12][C:7]=2[C:6]=1[O:17][CH3:18])=[O:4].[C:19]1([C:25](=[O:35])[CH2:26][C:27]([C:29]2[CH:34]=[CH:33][CH:32]=[CH:31][CH:30]=2)=[O:28])[CH:24]=[CH:23][CH:22]=[CH:21][CH:20]=1.C([O-])([O-])=O.[K+].[K+], predict the reaction product. The product is: [C:27]([CH:26]([CH2:2][C:3]([C:5]1[CH:14]=[C:13]([O:15][CH3:16])[C:8]2[O:9][CH2:10][CH2:11][O:12][C:7]=2[C:6]=1[O:17][CH3:18])=[O:4])[C:25]([C:19]1[CH:24]=[CH:23][CH:22]=[CH:21][CH:20]=1)=[O:35])(=[O:28])[C:29]1[CH:30]=[CH:31][CH:32]=[CH:33][CH:34]=1. (6) Given the reactants [Cl:1][C:2]1[N:7]=[N:6][C:5]([NH:8][NH2:9])=[C:4]([C:10]([O:12][CH2:13][CH3:14])=[O:11])[CH:3]=1.[CH:15](O)=O, predict the reaction product. The product is: [Cl:1][C:2]1[CH:3]=[C:4]([C:10]([O:12][CH2:13][CH3:14])=[O:11])[C:5]2[N:6]([CH:15]=[N:9][N:8]=2)[N:7]=1.